From a dataset of Full USPTO retrosynthesis dataset with 1.9M reactions from patents (1976-2016). Predict the reactants needed to synthesize the given product. (1) Given the product [C:1]([O:35][C:34]1[CH2:36][CH2:37][C:30]2[C:31](=[CH:32][C:27]([O:26][CH2:25][CH2:24][CH2:23][CH2:22][N:19]3[CH2:20][CH2:21][N:16]([C:10]4[CH:9]=[CH:8][CH:13]=[C:12]([Cl:14])[C:11]=4[Cl:15])[CH2:17][CH2:18]3)=[CH:28][CH:29]=2)[N:33]=1)(=[O:6])[C:2]([CH3:5])([CH3:4])[CH3:3], predict the reactants needed to synthesize it. The reactants are: [C:1](Cl)(=[O:6])[C:2]([CH3:5])([CH3:4])[CH3:3].[CH:8]1[CH:9]=[C:10]([N:16]2[CH2:21][CH2:20][N:19]([CH2:22][CH2:23][CH2:24][CH2:25][O:26][C:27]3[CH:28]=[CH:29][C:30]4[CH2:37][CH2:36][C:34](=[O:35])[NH:33][C:31]=4[CH:32]=3)[CH2:18][CH2:17]2)[C:11]([Cl:15])=[C:12]([Cl:14])[CH:13]=1. (2) Given the product [NH:1]1[C:9]2[C:4](=[CH:5][CH:6]=[C:7]([C:10]#[N:11])[CH:8]=2)[CH:3]=[CH:2]1, predict the reactants needed to synthesize it. The reactants are: [NH:1]1[C:9]2[C:4](=[CH:5][CH:6]=[C:7]([CH:10]=[N:11]O)[CH:8]=2)[CH:3]=[CH:2]1.C(N(CC)CC)C. (3) Given the product [Cl:19][C:20]1[CH:26]=[C:25]([CH3:27])[C:23]([NH:24][C:2]2[CH:17]=[C:6]3[C:7]4[C:12]([CH2:13][CH2:14][N:5]3[C:4](=[O:18])[N:3]=2)=[CH:11][C:10]([O:15][CH3:16])=[CH:9][CH:8]=4)=[C:22]([CH3:28])[CH:21]=1, predict the reactants needed to synthesize it. The reactants are: Cl[C:2]1[CH:17]=[C:6]2[C:7]3[C:12]([CH2:13][CH2:14][N:5]2[C:4](=[O:18])[N:3]=1)=[CH:11][C:10]([O:15][CH3:16])=[CH:9][CH:8]=3.[Cl:19][C:20]1[CH:26]=[C:25]([CH3:27])[C:23]([NH2:24])=[C:22]([CH3:28])[CH:21]=1. (4) Given the product [CH2:1]([O:3][C:4]1[CH:5]=[C:6]([C:13](=[O:41])[CH2:14][CH2:15][C:16]([NH:18][C:19]2[CH:24]=[C:23]([C:25]3[CH:26]=[CH:27][C:28]([C:29]([OH:31])=[O:30])=[CH:33][CH:34]=3)[CH:22]=[C:21]([C:35]3[CH:36]=[CH:37][CH:38]=[CH:39][CH:40]=3)[N:20]=2)=[O:17])[CH:7]=[CH:8][C:9]=1[O:10][CH2:11][CH3:12])[CH3:2], predict the reactants needed to synthesize it. The reactants are: [CH2:1]([O:3][C:4]1[CH:5]=[C:6]([C:13](=[O:41])[CH2:14][CH2:15][C:16]([NH:18][C:19]2[CH:24]=[C:23]([C:25]3[CH:34]=[CH:33][C:28]([C:29]([O:31]C)=[O:30])=[CH:27][CH:26]=3)[CH:22]=[C:21]([C:35]3[CH:40]=[CH:39][CH:38]=[CH:37][CH:36]=3)[N:20]=2)=[O:17])[CH:7]=[CH:8][C:9]=1[O:10][CH2:11][CH3:12])[CH3:2].[OH-].[Na+].O1CCCC1.